Dataset: Reaction yield outcomes from USPTO patents with 853,638 reactions. Task: Predict the reaction yield, written as a fraction of the theoretical maximum amount of product (1.0 means a 100% yield; for example, 0.34 means a 34% yield). (1) The reactants are CC([O-])(C)C.[K+].CC1C=CC(S([CH2:17][N+:18]#[C-])(=O)=O)=CC=1.[Cl:20][C:21]1[CH:22]=[C:23]([CH:26]=[CH:27][C:28]=1[O:29][CH3:30])[CH:24]=O.CO. The catalyst is C1COCC1.O. The product is [Cl:20][C:21]1[CH:22]=[C:23]([CH2:24][C:17]#[N:18])[CH:26]=[CH:27][C:28]=1[O:29][CH3:30]. The yield is 0.830. (2) The reactants are [F:1][C:2]1[CH:7]=[CH:6][C:5]([CH:8]2[C:13]3=[N:14][NH:15][C:16](=[O:21])[C:17]4[CH:18]=[CH:19][CH:20]=[C:11]([C:12]=43)[NH:10][CH:9]2[C:22]2[CH:29]=[CH:28][C:25]([CH:26]=O)=[CH:24][CH:23]=2)=[CH:4][CH:3]=1.CC(O)=O.[NH:34]1[CH2:38][CH2:37][CH2:36][CH2:35]1.[BH-](OC(C)=O)(OC(C)=O)OC(C)=O.[Na+].Cl. The catalyst is C(Cl)Cl.C(OCC)(=O)C. The product is [F:1][C:2]1[CH:7]=[CH:6][C:5]([CH:8]2[C:13]3=[N:14][NH:15][C:16](=[O:21])[C:17]4[CH:18]=[CH:19][CH:20]=[C:11]([C:12]=43)[NH:10][CH:9]2[C:22]2[CH:23]=[CH:24][C:25]([CH2:26][N:34]3[CH2:38][CH2:37][CH2:36][CH2:35]3)=[CH:28][CH:29]=2)=[CH:4][CH:3]=1. The yield is 0.260. (3) The reactants are [CH:1]1([NH:4][C:5]([NH:7][C:8]2[CH:29]=[CH:28][C:11]([O:12][C:13]3[C:22]4[C:17](=[CH:18][C:19]([O:26][CH3:27])=[C:20]([C:23]([OH:25])=O)[CH:21]=4)[N:16]=[CH:15][CH:14]=3)=[CH:10][C:9]=2[CH3:30])=[O:6])[CH2:3][CH2:2]1.Cl.[O:32]([NH2:34])[CH3:33]. No catalyst specified. The product is [CH3:33][O:32][NH:34][C:23]([C:20]1[CH:21]=[C:22]2[C:17](=[CH:18][C:19]=1[O:26][CH3:27])[N:16]=[CH:15][CH:14]=[C:13]2[O:12][C:11]1[CH:28]=[CH:29][C:8]([NH:7][C:5]([NH:4][CH:1]2[CH2:3][CH2:2]2)=[O:6])=[C:9]([CH3:30])[CH:10]=1)=[O:25]. The yield is 0.217. (4) The product is [ClH:24].[F:23][C:2]1([F:1])[CH2:3][NH:4][CH2:5][CH:6]1[NH:7][C:8](=[O:15])[CH2:9][CH2:10][S:11]([CH3:14])(=[O:13])=[O:12]. The yield is 0.960. The reactants are [F:1][C:2]1([F:23])[CH:6]([NH:7][C:8](=[O:15])[CH2:9][CH2:10][S:11]([CH3:14])(=[O:13])=[O:12])[CH2:5][N:4](C(OC(C)(C)C)=O)[CH2:3]1.[ClH:24]. The catalyst is C(#N)C.C(OCC)C. (5) The reactants are [Br:1][C:2]1[C:3]([CH3:15])=[CH:4][C:5]([N+:12]([O-:14])=[O:13])=[C:6]([NH:8]C(=O)C)[CH:7]=1.Cl.C([O-])(O)=O.[Na+]. The catalyst is CO. The product is [Br:1][C:2]1[C:3]([CH3:15])=[CH:4][C:5]([N+:12]([O-:14])=[O:13])=[C:6]([CH:7]=1)[NH2:8]. The yield is 0.990.